This data is from Reaction yield outcomes from USPTO patents with 853,638 reactions. The task is: Predict the reaction yield, written as a fraction of the theoretical maximum amount of product (1.0 means a 100% yield; for example, 0.34 means a 34% yield). (1) The reactants are [Cl:1][C:2]1[CH:3]=[C:4]([C:8]2[N:9]=[C:10]([N:16]3[C:20]4[CH:21]=[C:22]([O:27][CH3:28])[C:23]([O:25][CH3:26])=[CH:24][C:19]=4[N:18]=[CH:17]3)[S:11][C:12]=2[C:13]([OH:15])=O)[CH:5]=[CH:6][CH:7]=1.[S:29]1[CH:33]=[CH:32][CH:31]=[C:30]1[C:34]([NH:36][NH2:37])=[O:35].CN(C(ON1N=NC2C=CC=NC1=2)=[N+](C)C)C.F[P-](F)(F)(F)(F)F.C(N(C(C)C)CC)(C)C. The catalyst is CN(C)C=O.O. The product is [Cl:1][C:2]1[CH:3]=[C:4]([C:8]2[N:9]=[C:10]([N:16]3[C:20]4[CH:21]=[C:22]([O:27][CH3:28])[C:23]([O:25][CH3:26])=[CH:24][C:19]=4[N:18]=[CH:17]3)[S:11][C:12]=2[C:13]([NH:37][NH:36][C:34]([C:30]2[S:29][CH:33]=[CH:32][CH:31]=2)=[O:35])=[O:15])[CH:5]=[CH:6][CH:7]=1. The yield is 0.702. (2) The reactants are O[Li].O.C[O:5][C:6]([C:8]1[N:9]=[CH:10][N:11]([C:13]2[CH:18]=[CH:17][CH:16]=[CH:15][CH:14]=2)[CH:12]=1)=[O:7].CO.O. The catalyst is C1COCC1. The product is [C:13]1([N:11]2[CH:12]=[C:8]([C:6]([OH:7])=[O:5])[N:9]=[CH:10]2)[CH:14]=[CH:15][CH:16]=[CH:17][CH:18]=1. The yield is 0.837.